The task is: Predict the reactants needed to synthesize the given product.. This data is from Full USPTO retrosynthesis dataset with 1.9M reactions from patents (1976-2016). (1) Given the product [F:35][CH:33]([F:34])[N:18]1[C:17]([CH2:16][O:15][C:12]2[CH:13]=[C:14]3[C:9]([CH:8]=[CH:7][N:6]3[CH2:5][C:4]([OH:36])=[O:3])=[CH:10][CH:11]=2)=[CH:21][C:20]([C:22]2[CH:27]=[CH:26][C:25]([O:28][C:29]([F:32])([F:30])[F:31])=[CH:24][CH:23]=2)=[N:19]1, predict the reactants needed to synthesize it. The reactants are: C([O:3][C:4](=[O:36])[CH2:5][N:6]1[C:14]2[C:9](=[CH:10][CH:11]=[C:12]([O:15][CH2:16][C:17]3[N:18]([CH:33]([F:35])[F:34])[N:19]=[C:20]([C:22]4[CH:27]=[CH:26][C:25]([O:28][C:29]([F:32])([F:31])[F:30])=[CH:24][CH:23]=4)[CH:21]=3)[CH:13]=2)[CH:8]=[CH:7]1)C.[Li+].[OH-]. (2) Given the product [P:7]([C:1]1[CH:2]=[CH:3][CH:4]=[CH:5][CH:6]=1)([C:8]1[CH:13]=[CH:12][CH:11]=[CH:10][CH:9]=1)([C:14]1[CH:15]=[CH:16][CH:17]=[CH:18][CH:19]=1)=[O:23], predict the reactants needed to synthesize it. The reactants are: [C:1]1([P:7]([C:14]2[CH:19]=[CH:18][CH:17]=[CH:16][CH:15]=2)[C:8]2[CH:13]=[CH:12][CH:11]=[CH:10][CH:9]=2)[CH:6]=[CH:5][CH:4]=[CH:3][CH:2]=1.N(C(OC(C)C)=O)=NC(OC(C)C)=[O:23]. (3) Given the product [C:53]1([S:59]([O:18][C@H:16]2[CH2:15][C:14]([CH3:19])([CH3:20])[CH2:13][C:12]3[N:11]=[C:10]([CH:21]4[CH2:22][CH2:23][N:24]([C:27]5[N:32]=[CH:31][C:30]([O:33][CH2:34][CH2:35][C:36]([OH:39])([CH3:37])[CH3:38])=[CH:29][N:28]=5)[CH2:25][CH2:26]4)[C:9]([C@@H:40]([F:51])[C:41]4[CH:46]=[CH:45][C:44]([C:47]([F:49])([F:48])[F:50])=[CH:43][CH:42]=4)=[C:8]([CH:5]4[CH2:4][CH2:3][C:2]([F:1])([F:52])[CH2:7][CH2:6]4)[C:17]2=3)(=[O:61])=[O:60])[CH:58]=[CH:57][CH:56]=[CH:55][CH:54]=1, predict the reactants needed to synthesize it. The reactants are: [F:1][C:2]1([F:52])[CH2:7][CH2:6][CH:5]([C:8]2[C:17]3[C@@H:16]([OH:18])[CH2:15][C:14]([CH3:20])([CH3:19])[CH2:13][C:12]=3[N:11]=[C:10]([CH:21]3[CH2:26][CH2:25][N:24]([C:27]4[N:32]=[CH:31][C:30]([O:33][CH2:34][CH2:35][C:36]([OH:39])([CH3:38])[CH3:37])=[CH:29][N:28]=4)[CH2:23][CH2:22]3)[C:9]=2[C@@H:40]([F:51])[C:41]2[CH:46]=[CH:45][C:44]([C:47]([F:50])([F:49])[F:48])=[CH:43][CH:42]=2)[CH2:4][CH2:3]1.[C:53]1([S:59](O)(=[O:61])=[O:60])[CH:58]=[CH:57][CH:56]=[CH:55][CH:54]=1. (4) Given the product [Br:10][C:11]1[CH:12]=[C:13]2[C:18](=[CH:19][CH:20]=1)[C:17]([N:1]1[CH2:9][CH2:8][CH:4]([C:5]([NH2:7])=[O:6])[CH2:3][CH2:2]1)=[N:16][N:15]=[CH:14]2, predict the reactants needed to synthesize it. The reactants are: [NH:1]1[CH2:9][CH2:8][CH:4]([C:5]([NH2:7])=[O:6])[CH2:3][CH2:2]1.[Br:10][C:11]1[CH:12]=[C:13]2[C:18](=[CH:19][CH:20]=1)[C:17](Cl)=[N:16][N:15]=[CH:14]2.C(=O)([O-])[O-].[K+].[K+]. (5) Given the product [CH2:1]([O:8][C:9]1[CH:14]=[CH:13][N:12]=[CH:11][C:10]=1[NH:15][S:24]([CH3:23])(=[O:26])=[O:25])[C:2]1[CH:3]=[CH:4][CH:5]=[CH:6][CH:7]=1, predict the reactants needed to synthesize it. The reactants are: [CH2:1]([O:8][C:9]1[CH:14]=[CH:13][N:12]=[CH:11][C:10]=1[NH2:15])[C:2]1[CH:7]=[CH:6][CH:5]=[CH:4][CH:3]=1.CCN(CC)CC.[CH3:23][S:24](Cl)(=[O:26])=[O:25].O[Li].O. (6) Given the product [Br:1][CH2:2][CH:3]([F:7])[CH2:4][CH2:5][N:8]1[CH:27]=[C:26]([C:25]([O:29][C:30]([CH3:33])([CH3:32])[CH3:31])=[O:28])[N:10]=[N:9]1, predict the reactants needed to synthesize it. The reactants are: [Br:1][CH2:2][CH:3]([F:7])[CH2:4][CH2:5]Br.[N-:8]=[N+:9]=[N-:10].[Na+].CC(O)=O.CCN(C(C)C)C(C)C.[C:25]([O:29][C:30]([CH3:33])([CH3:32])[CH3:31])(=[O:28])[C:26]#[CH:27]. (7) The reactants are: [F:1][C:2]([F:25])([F:24])[C:3]1[CH:8]=[CH:7][CH:6]=[CH:5][C:4]=1[N:9]1[CH2:13][C@@H:12]2[CH2:14][N:15](C(OC(C)(C)C)=O)[CH2:16][C@@H:11]2[CH2:10]1.[ClH:26]. Given the product [ClH:26].[F:24][C:2]([F:1])([F:25])[C:3]1[CH:8]=[CH:7][CH:6]=[CH:5][C:4]=1[N:9]1[CH2:10][C@@H:11]2[C@@H:12]([CH2:14][NH:15][CH2:16]2)[CH2:13]1, predict the reactants needed to synthesize it. (8) Given the product [Si:7]([O:14][C:15]1[CH:16]=[CH:17][CH:18]=[C:19]2[C:24]=1[N:23]=[C:22]([C:25]1[N:29]3[CH:30]=[CH:31][C:32]([CH:34]=[O:37])=[CH:33][C:28]3=[N:27][N:26]=1)[CH:21]=[CH:20]2)([C:10]([CH3:11])([CH3:12])[CH3:13])([CH3:8])[CH3:9], predict the reactants needed to synthesize it. The reactants are: I([O-])(=O)(=O)=O.[Na+].[Si:7]([O:14][C:15]1[CH:16]=[CH:17][CH:18]=[C:19]2[C:24]=1[N:23]=[C:22]([C:25]1[N:29]3[CH:30]=[CH:31][C:32]([CH:34]([OH:37])CO)=[CH:33][C:28]3=[N:27][N:26]=1)[CH:21]=[CH:20]2)([C:10]([CH3:13])([CH3:12])[CH3:11])([CH3:9])[CH3:8].